This data is from Reaction yield outcomes from USPTO patents with 853,638 reactions. The task is: Predict the reaction yield, written as a fraction of the theoretical maximum amount of product (1.0 means a 100% yield; for example, 0.34 means a 34% yield). The reactants are Cl[C:2]([O:5][C:6]1[CH:11]=[CH:10][C:9]([C:12]2[CH:17]=[CH:16][CH:15]=[CH:14][CH:13]=2)=[CH:8][CH:7]=1)=[CH:3]Cl.C(OCC)C.CN(CCN(C)C)C.C([Li])CCC. The catalyst is CCCCC.C(O)C. The product is [C:2]([O:5][C:6]1[CH:11]=[CH:10][C:9]([C:12]2[CH:17]=[CH:16][CH:15]=[CH:14][CH:13]=2)=[CH:8][CH:7]=1)#[CH:3]. The yield is 0.700.